Dataset: Catalyst prediction with 721,799 reactions and 888 catalyst types from USPTO. Task: Predict which catalyst facilitates the given reaction. (1) Reactant: [N:1]1[N:5]2[CH:6]=[CH:7][CH:8]=[CH:9][C:4]2=[CH:3][C:2]=1[C:10]([OH:12])=O.CN([C:16]([O:20][N:21]1N=NC2C=CC=N[C:22]1=2)=[N+](C)C)C.F[P-](F)(F)(F)(F)F.CCN(C(C)C)C(C)C.Cl.CNOC. Product: [CH3:16][O:20][N:21]([CH3:22])[C:10]([C:2]1[CH:3]=[C:4]2[CH:9]=[CH:8][CH:7]=[CH:6][N:5]2[N:1]=1)=[O:12]. The catalyst class is: 4. (2) Product: [CH2:8]([O:7][C:2]1[C:1]([OH:4])=[N:14][C:15]([OH:16])=[N:17][CH:11]=1)[CH3:9]. Reactant: [C:1]([O-:4])(=O)[CH3:2].C([O:7][CH2:8][CH3:9])=O.[O-][CH2:11]C.[Na+].[NH2:14][C:15]([NH2:17])=[O:16]. The catalyst class is: 780. (3) Reactant: [NH2:1][C:2]1[C:10]2[C:9]([C:11]3[CH:16]=[CH:15][CH:14]=[C:13]([O:17]C)[C:12]=3[F:19])=[N:8][C:7](S(C)=O)=[N:6][C:5]=2[S:4][C:3]=1[C:23]([NH2:25])=[O:24].[NH2:26][C@@H:27]([CH3:30])[CH2:28][OH:29].O. Product: [NH2:1][C:2]1[C:10]2[C:9]([C:11]3[CH:16]=[CH:15][CH:14]=[C:13]([OH:17])[C:12]=3[F:19])=[N:8][C:7]([NH:26][C@@H:27]([CH3:30])[CH2:28][OH:29])=[N:6][C:5]=2[S:4][C:3]=1[C:23]([NH2:25])=[O:24]. The catalyst class is: 3.